From a dataset of Catalyst prediction with 721,799 reactions and 888 catalyst types from USPTO. Predict which catalyst facilitates the given reaction. Reactant: Cl.[CH3:2][N:3]([CH3:20])[C:4]1([C:14]2[CH:15]=[N:16][CH:17]=[CH:18][CH:19]=2)[CH2:13][CH2:12][C:7]2(OCC[O:8]2)[CH2:6][CH2:5]1. Product: [CH3:2][N:3]([CH3:20])[C:4]1([C:14]2[CH:15]=[N:16][CH:17]=[CH:18][CH:19]=2)[CH2:13][CH2:12][C:7](=[O:8])[CH2:6][CH2:5]1. The catalyst class is: 6.